This data is from Full USPTO retrosynthesis dataset with 1.9M reactions from patents (1976-2016). The task is: Predict the reactants needed to synthesize the given product. (1) Given the product [ClH:8].[ClH:7].[Cl:8][C:9]1[CH:55]=[CH:54][C:12]2[NH:13][CH2:14][CH2:15][CH2:16][CH:17]([O:18][C:19]([CH:21]([N:41]3[CH2:42][CH2:43][NH:44][CH2:45][CH2:46]3)[C:22](=[O:40])[C:23]3[CH:28]=[CH:27][C:26]([NH:29][C:30](=[O:38])[C:31]4[CH:36]=[CH:35][CH:34]=[CH:33][C:32]=4[CH3:37])=[CH:25][C:24]=3[CH3:39])=[O:20])[C:11]=2[CH:10]=1, predict the reactants needed to synthesize it. The reactants are: C(OC(=O)C)C.[ClH:7].[Cl:8][C:9]1[CH:55]=[CH:54][C:12]2[NH:13][CH2:14][CH2:15][CH2:16][CH:17]([O:18][C:19]([CH:21]([N:41]3[CH2:46][CH2:45][N:44](C(OC(C)(C)C)=O)[CH2:43][CH2:42]3)[C:22](=[O:40])[C:23]3[CH:28]=[CH:27][C:26]([NH:29][C:30](=[O:38])[C:31]4[CH:36]=[CH:35][CH:34]=[CH:33][C:32]=4[CH3:37])=[CH:25][C:24]=3[CH3:39])=[O:20])[C:11]=2[CH:10]=1. (2) Given the product [CH:26]1([NH:29][C:21]([C:20]2[CH:24]=[CH:25][C:17]([S:14]([NH:13][C:4]3[CH:5]=[C:6]([F:12])[C:7]([C:8]([OH:10])=[O:9])=[C:2]([F:1])[CH:3]=3)(=[O:15])=[O:16])=[CH:18][CH:19]=2)=[O:22])[CH2:28][CH2:27]1, predict the reactants needed to synthesize it. The reactants are: [F:1][C:2]1[CH:3]=[C:4]([NH:13][S:14]([C:17]2[CH:25]=[CH:24][C:20]([C:21](O)=[O:22])=[CH:19][CH:18]=2)(=[O:16])=[O:15])[CH:5]=[C:6]([F:12])[C:7]=1[C:8]([O:10]C)=[O:9].[CH:26]1([NH2:29])[CH2:28][CH2:27]1.[OH-].[Na+].Cl.